Task: Predict the reaction yield, written as a fraction of the theoretical maximum amount of product (1.0 means a 100% yield; for example, 0.34 means a 34% yield).. Dataset: Reaction yield outcomes from USPTO patents with 853,638 reactions (1) The reactants are [CH3:1][C:2]([C:7]1[NH:8][C:9]2[C:14]([CH:15]=1)=[CH:13][C:12]([N+:16]([O-:18])=[O:17])=[CH:11][CH:10]=2)([CH3:6])[C:3]([NH2:5])=O.Cl. The catalyst is C1COCC1. The product is [CH3:6][C:2]([C:7]1[NH:8][C:9]2[C:14]([CH:15]=1)=[CH:13][C:12]([N+:16]([O-:18])=[O:17])=[CH:11][CH:10]=2)([CH3:1])[CH2:3][NH2:5]. The yield is 0.430. (2) The reactants are [NH2:1][CH2:2][C:3]1[CH:4]=[N:5][CH:6]=[CH:7][CH:8]=1.[Br:9][C:10]1[S:14][C:13]([S:15](Cl)(=[O:17])=[O:16])=[CH:12][CH:11]=1.C(N(CC)CC)C. The catalyst is C1COCC1. The product is [N:5]1[CH:6]=[CH:7][CH:8]=[C:3]([CH2:2][NH:1][S:15]([C:13]2[S:14][C:10]([Br:9])=[CH:11][CH:12]=2)(=[O:17])=[O:16])[CH:4]=1. The yield is 0.970.